This data is from Forward reaction prediction with 1.9M reactions from USPTO patents (1976-2016). The task is: Predict the product of the given reaction. (1) Given the reactants Br[C:2]1[CH:8]=[CH:7][C:5]([NH2:6])=[C:4]([O:9][CH3:10])[CH:3]=1.[N+:11]([C:14]1[CH:15]=[C:16](B(O)O)[CH:17]=[CH:18][CH:19]=1)([O-:13])=[O:12], predict the reaction product. The product is: [NH2:6][C:5]1[CH:7]=[CH:8][C:2]([C:18]2[CH:17]=[CH:16][CH:15]=[C:14]([N+:11]([O-:13])=[O:12])[CH:19]=2)=[CH:3][C:4]=1[O:9][CH3:10]. (2) Given the reactants [C:1]([C:3]1[CH:17]=[C:16](I)[C:6]2[N:7]([C:10]3[CH:15]=[CH:14][CH:13]=[CH:12][CH:11]=3)[CH:8]=[N:9][C:5]=2[CH:4]=1)#[N:2].C1(C)C=CC=CC=1.[CH3:26][N:27]([CH3:37])[C:28]1[CH:29]=[C:30](B(O)O)[CH:31]=[CH:32][CH:33]=1.C(=O)([O-])[O-].[K+].[K+], predict the reaction product. The product is: [C:1]([C:3]1[CH:17]=[C:16]([C:32]2[CH:31]=[CH:30][CH:29]=[C:28]([N:27]([CH3:37])[CH3:26])[CH:33]=2)[C:6]2[N:7]([C:10]3[CH:15]=[CH:14][CH:13]=[CH:12][CH:11]=3)[CH:8]=[N:9][C:5]=2[CH:4]=1)#[N:2].